This data is from Peptide-MHC class II binding affinity with 134,281 pairs from IEDB. The task is: Regression. Given a peptide amino acid sequence and an MHC pseudo amino acid sequence, predict their binding affinity value. This is MHC class II binding data. The peptide sequence is GPLDKEAIEERVERI. The MHC is DRB1_0701 with pseudo-sequence DRB1_0701. The binding affinity (normalized) is 0.